Dataset: Peptide-MHC class I binding affinity with 185,985 pairs from IEDB/IMGT. Task: Regression. Given a peptide amino acid sequence and an MHC pseudo amino acid sequence, predict their binding affinity value. This is MHC class I binding data. (1) The peptide sequence is CARRRLRTL. The MHC is HLA-B35:01 with pseudo-sequence HLA-B35:01. The binding affinity (normalized) is 0.0847. (2) The peptide sequence is FAFKLSFAI. The MHC is BoLA-JSP.1 with pseudo-sequence BoLA-JSP.1. The binding affinity (normalized) is 0.0641. (3) The binding affinity (normalized) is 0. The peptide sequence is YEEFCNAVY. The MHC is HLA-A24:02 with pseudo-sequence HLA-A24:02.